Regression/Classification. Given a drug SMILES string, predict its absorption, distribution, metabolism, or excretion properties. Task type varies by dataset: regression for continuous measurements (e.g., permeability, clearance, half-life) or binary classification for categorical outcomes (e.g., BBB penetration, CYP inhibition). Dataset: cyp1a2_veith. From a dataset of CYP1A2 inhibition data for predicting drug metabolism from PubChem BioAssay. (1) The compound is Cc1ccc(N(CCC#N)C(=O)CSc2ccc3c(c2)OCCO3)cc1. The result is 1 (inhibitor). (2) The drug is O=C(/C=C/c1cccc(Cl)c1)Nc1ccncc1. The result is 1 (inhibitor). (3) The compound is O=C(COc1ccc([N+](=O)[O-])cc1)Nc1ccc(C(=O)NCc2cccnc2)cc1. The result is 0 (non-inhibitor).